From a dataset of Forward reaction prediction with 1.9M reactions from USPTO patents (1976-2016). Predict the product of the given reaction. (1) Given the reactants Cl[C:2]1[N:21]=[CH:20][CH:19]=[CH:18][C:3]=1[C:4]([NH:6][CH2:7][CH:8]=[CH:9][C:10]1[CH:11]=[N:12][C:13]([O:16][CH3:17])=[CH:14][CH:15]=1)=[O:5].C(N(CC)CC)C, predict the reaction product. The product is: [CH3:17][O:16][C:13]1[N:12]=[CH:11][C:10]([CH2:9][C:8]2[C:2]3[N:21]=[CH:20][CH:19]=[CH:18][C:3]=3[C:4](=[O:5])[NH:6][CH:7]=2)=[CH:15][CH:14]=1.[CH3:17][O:16][C:13]1[N:12]=[CH:11][C:10]([CH:9]=[C:8]2[C:2]3[N:21]=[CH:20][CH:19]=[CH:18][C:3]=3[C:4](=[O:5])[NH:6][CH2:7]2)=[CH:15][CH:14]=1. (2) Given the reactants [Cl:1][C:2]1[CH:26]=[CH:25][C:24]([Cl:27])=[CH:23][C:3]=1[O:4][C:5]1[C:10]([C:11]([N:13]2[C:22]3[C:17](=[CH:18][CH:19]=[CH:20][CH:21]=3)[NH:16][CH2:15][CH2:14]2)=[O:12])=[CH:9][CH:8]=[CH:7][N:6]=1.C(N(C(C)C)C(C)C)C.[CH3:37][O:38][C:39]([CH2:41][CH2:42][C:43]1[CH:48]=[CH:47][C:46]([S:49](Cl)(=[O:51])=[O:50])=[CH:45][CH:44]=1)=[O:40], predict the reaction product. The product is: [CH3:37][O:38][C:39](=[O:40])[CH2:41][CH2:42][C:43]1[CH:48]=[CH:47][C:46]([S:49]([N:16]2[C:17]3[C:22](=[CH:21][CH:20]=[CH:19][CH:18]=3)[N:13]([C:11]([C:10]3[C:5]([O:4][C:3]4[CH:23]=[C:24]([Cl:27])[CH:25]=[CH:26][C:2]=4[Cl:1])=[N:6][CH:7]=[CH:8][CH:9]=3)=[O:12])[CH2:14][CH2:15]2)(=[O:50])=[O:51])=[CH:45][CH:44]=1. (3) Given the reactants [C:1]([O:5][C:6]([NH:8][CH:9]([CH2:38][C:39]1[CH:44]=[CH:43][C:42]([F:45])=[CH:41][CH:40]=1)[C:10]([N:12]1[CH2:17][CH2:16][N:15]([CH:18]([CH2:22]C2C=CC3C(=CC=CC=3)C=2)[C:19]([OH:21])=O)[C:14](=[O:33])[CH:13]1[CH2:34][CH:35]1[CH2:37][CH2:36]1)=[O:11])=[O:7])([CH3:4])([CH3:3])[CH3:2].[CH3:46]N.ON1[C:53]2[CH:54]=[CH:55][CH:56]=[CH:57][C:52]=2N=N1.C[N:59]1[CH2:64]COCC1.CN(C)[CH2:67][CH2:68][CH2:69]N=C=NCC, predict the reaction product. The product is: [C:1]([O:5][C:6](=[O:7])[NH:8][CH:9]([CH2:38][C:39]1[CH:44]=[CH:43][C:42]([F:45])=[CH:41][CH:40]=1)[C:10]([N:12]1[CH2:17][CH2:16][N:15]([CH:18]([C:19](=[O:21])[NH:59][CH3:64])[CH2:22][C:56]2[CH:55]=[CH:54][C:53]3[C:52](=[CH:46][CH:69]=[CH:68][CH:67]=3)[CH:57]=2)[C:14](=[O:33])[CH:13]1[CH2:34][CH:35]1[CH2:37][CH2:36]1)=[O:11])([CH3:3])([CH3:2])[CH3:4]. (4) Given the reactants [CH3:1][O:2][CH:3]1[CH2:8][CH2:7][NH:6][CH2:5][CH2:4]1.C([O:16][C:17](=O)[NH:18][C:19]1[S:23][C:22]2[C:24]([C:30]3[CH:35]=[CH:34][CH:33]=[CH:32][CH:31]=3)=[CH:25][CH:26]=[C:27]([O:28][CH3:29])[C:21]=2[CH:20]=1)C1C=CC=CC=1, predict the reaction product. The product is: [CH3:29][O:28][C:27]1[C:21]2[CH:20]=[C:19]([NH:18][C:17]([N:6]3[CH2:7][CH2:8][CH:3]([O:2][CH3:1])[CH2:4][CH2:5]3)=[O:16])[S:23][C:22]=2[C:24]([C:30]2[CH:35]=[CH:34][CH:33]=[CH:32][CH:31]=2)=[CH:25][CH:26]=1. (5) Given the reactants [CH3:1][O:2][C:3](=[O:12])[C:4]1[CH:9]=[CH:8][C:7](Br)=[CH:6][C:5]=1[F:11].[OH:13][C:14]1[CH:19]=[CH:18][CH:17]=[CH:16][N:15]=1.C([O-])([O-])=O.[K+].[K+].CNCCNC, predict the reaction product. The product is: [CH3:1][O:2][C:3](=[O:12])[C:4]1[CH:9]=[CH:8][C:7]([N:15]2[CH:16]=[CH:17][CH:18]=[CH:19][C:14]2=[O:13])=[CH:6][C:5]=1[F:11]. (6) Given the reactants [CH2:1]([C:4]1[CH:9]=[N:8][CH:7]=[CH:6][N:5]=1)[CH2:2][CH3:3], predict the reaction product. The product is: [CH2:1]([CH:4]1[CH2:9][NH:8][CH2:7][CH2:6][NH:5]1)[CH2:2][CH3:3]. (7) Given the reactants [CH3:1][C:2]1[CH:3]=[C:4](B(O)O)[CH:5]=[CH:6][C:7]=1[CH3:8].[O:12]=[S:13]1(=[O:30])[CH2:18][CH2:17][N:16]2[CH2:19][CH2:20][CH2:21][C@@H:22]([C:23]3[CH:28]=[CH:27][C:26]([OH:29])=[CH:25][CH:24]=3)[C:15]2=[N:14]1.N1C=CC=CC=1.C(=O)([O-])[O-].[Cs+].[Cs+], predict the reaction product. The product is: [CH3:1][C:2]1[CH:3]=[C:4]([CH:5]=[CH:6][C:7]=1[CH3:8])[O:29][C:26]1[CH:25]=[CH:24][C:23]([C@H:22]2[C:15]3=[N:14][S:13](=[O:30])(=[O:12])[CH2:18][CH2:17][N:16]3[CH2:19][CH2:20][CH2:21]2)=[CH:28][CH:27]=1.